Dataset: Forward reaction prediction with 1.9M reactions from USPTO patents (1976-2016). Task: Predict the product of the given reaction. (1) Given the reactants [Br:1][C:2]1[N:3]([CH2:17][C:18]#[C:19][CH3:20])[C:4]([C:12]([O:14][CH2:15][CH3:16])=[O:13])=[C:5]([C:7](OCC)=[O:8])[N:6]=1.[H-].C([Al+]CC(C)C)C(C)C, predict the reaction product. The product is: [Br:1][C:2]1[N:3]([CH2:17][C:18]#[C:19][CH3:20])[C:4]([C:12]([O:14][CH2:15][CH3:16])=[O:13])=[C:5]([CH:7]=[O:8])[N:6]=1. (2) Given the reactants C(=O)([O-])[O-].[K+].[K+].[N:7]1[CH:8]=[N:9][N:10]2[C:15]=1[C:14]1[CH:16]=[CH:17][S:18][C:13]=1[NH:12][C:11]2=[O:19].Br[CH2:21][C:22]1[CH:27]=[CH:26][CH:25]=[CH:24][C:23]=1[Cl:28], predict the reaction product. The product is: [Cl:28][C:23]1[CH:24]=[CH:25][CH:26]=[CH:27][C:22]=1[CH2:21][N:12]1[C:13]2[S:18][CH:17]=[CH:16][C:14]=2[C:15]2=[N:7][CH:8]=[N:9][N:10]2[C:11]1=[O:19]. (3) Given the reactants [CH2:1]([SH:3])[CH3:2].[H-].[Na+].[N:6]1([C:12]([N:14]2[CH2:19][CH:18]([C:20]3[CH:25]=[CH:24][C:23]([C:26]([F:29])([F:28])[F:27])=[CH:22][CH:21]=3)[CH2:17][CH:16]([CH2:30]S([O-])(=O)=O)[CH2:15]2)=[O:13])[CH2:11][CH2:10][O:9][CH2:8][CH2:7]1.O, predict the reaction product. The product is: [CH2:1]([S:3][CH2:30][CH:16]1[CH2:17][CH:18]([C:20]2[CH:25]=[CH:24][C:23]([C:26]([F:29])([F:28])[F:27])=[CH:22][CH:21]=2)[CH2:19][N:14]([C:12]([N:6]2[CH2:11][CH2:10][O:9][CH2:8][CH2:7]2)=[O:13])[CH2:15]1)[CH3:2]. (4) Given the reactants [OH:1][C:2]1[CH:20]=[C:19]([OH:21])[CH:18]=[CH:17][C:3]=1[C:4]([C:6]1[CH:7]=[C:8]2[C:13](=[CH:14][CH:15]=1)[O:12][C:11](=[O:16])[CH2:10][CH2:9]2)=[O:5].[O:22]1[CH:27]=[CH:26][CH2:25][CH2:24][CH2:23]1.C1(C)C=CC(S([O-])(=O)=O)=CC=1.[NH+]1C=CC=CC=1.C(=O)([O-])O.[Na+], predict the reaction product. The product is: [OH:1][C:2]1[CH:20]=[C:19]([O:21][CH:23]2[CH2:24][CH2:25][CH2:26][CH2:27][O:22]2)[CH:18]=[CH:17][C:3]=1[C:4]([C:6]1[CH:7]=[C:8]2[C:13](=[CH:14][CH:15]=1)[O:12][C:11](=[O:16])[CH2:10][CH2:9]2)=[O:5]. (5) The product is: [F:30][C:31]1[CH:36]=[CH:35][CH:34]=[CH:33][C:32]=1[S:37]([NH:1][C:2]1[CH:7]=[CH:6][C:5]([C:8]2[CH:12]=[C:11]([C:13]([NH:15][C@H:16]([CH:21]([CH3:23])[CH3:22])[C:17]([O:19][CH3:20])=[O:18])=[O:14])[O:10][N:9]=2)=[CH:4][CH:3]=1)(=[O:39])=[O:38]. Given the reactants [NH2:1][C:2]1[CH:7]=[CH:6][C:5]([C:8]2[CH:12]=[C:11]([C:13]([NH:15][C@H:16]([CH:21]([CH3:23])[CH3:22])[C:17]([O:19][CH3:20])=[O:18])=[O:14])[O:10][N:9]=2)=[CH:4][CH:3]=1.N1C=CC=CC=1.[F:30][C:31]1[CH:36]=[CH:35][CH:34]=[CH:33][C:32]=1[S:37](Cl)(=[O:39])=[O:38], predict the reaction product. (6) Given the reactants C(OC(=O)[NH:7][CH:8]1[CH2:14][S:13][CH2:12][CH2:11][N:10]([CH2:15][C:16]2[CH:21]=[CH:20][C:19]([F:22])=[C:18]([F:23])[CH:17]=2)[C:9]1=[O:24])(C)(C)C.[ClH:26], predict the reaction product. The product is: [ClH:26].[NH2:7][CH:8]1[CH2:14][S:13][CH2:12][CH2:11][N:10]([CH2:15][C:16]2[CH:21]=[CH:20][C:19]([F:22])=[C:18]([F:23])[CH:17]=2)[C:9]1=[O:24]. (7) Given the reactants C1(OC2C=CC=CC=2)C=CC=CC=1.C1C=CC(C2C=CC=CC=2)=CC=1.C1C=CC(OC2C=CC=CC=2)=CC=1.[N:39]1[C:48]2[C:43](=[CH:44][CH:45]=[CH:46][CH:47]=2)[C:42](O)=[CH:41][CH:40]=1.O=P(Cl)(Cl)[Cl:52], predict the reaction product. The product is: [Cl:52][N:39]1[C:48]2[C:43](=[CH:44][CH:45]=[CH:46][CH:47]=2)[CH:42]=[CH:41][CH2:40]1. (8) Given the reactants C[O:2][C:3]([CH:5]1[CH:9]([C:10]2[CH:15]=[CH:14][CH:13]=[C:12]([Cl:16])[C:11]=2[F:17])[C:8]([C:20]2[CH:25]=[CH:24][C:23]([Cl:26])=[CH:22][C:21]=2[F:27])([C:18]#[N:19])[CH:7]([CH2:28][C:29]([CH3:32])([CH3:31])[CH3:30])[N:6]1[CH:33]=[O:34])=[O:4].[OH-].[Na+].Cl, predict the reaction product. The product is: [Cl:16][C:12]1[C:11]([F:17])=[C:10]([CH:9]2[C:8]([C:20]3[CH:25]=[CH:24][C:23]([Cl:26])=[CH:22][C:21]=3[F:27])([C:18]#[N:19])[CH:7]([CH2:28][C:29]([CH3:32])([CH3:31])[CH3:30])[N:6]([CH:33]=[O:34])[CH:5]2[C:3]([OH:4])=[O:2])[CH:15]=[CH:14][CH:13]=1.